Dataset: Peptide-MHC class I binding affinity with 185,985 pairs from IEDB/IMGT. Task: Regression. Given a peptide amino acid sequence and an MHC pseudo amino acid sequence, predict their binding affinity value. This is MHC class I binding data. (1) The peptide sequence is IIKSDHEFVK. The MHC is HLA-A11:01 with pseudo-sequence HLA-A11:01. The binding affinity (normalized) is 0.437. (2) The peptide sequence is LPEAYQWHI. The MHC is HLA-B39:01 with pseudo-sequence HLA-B39:01. The binding affinity (normalized) is 0.0847. (3) The peptide sequence is ETIGLVRAL. The MHC is HLA-A69:01 with pseudo-sequence HLA-A69:01. The binding affinity (normalized) is 1.00. (4) The peptide sequence is IPKFKVTGSY. The MHC is HLA-B53:01 with pseudo-sequence HLA-B53:01. The binding affinity (normalized) is 0. (5) The peptide sequence is VIYIFTVRL. The MHC is H-2-Kb with pseudo-sequence H-2-Kb. The binding affinity (normalized) is 1.00.